Predict the reaction yield, written as a fraction of the theoretical maximum amount of product (1.0 means a 100% yield; for example, 0.34 means a 34% yield). From a dataset of Reaction yield outcomes from USPTO patents with 853,638 reactions. (1) The reactants are [CH3:1][C:2]([C:6]1[N:10]=[CH:9][NH:8][C:7]=1[CH2:11][OH:12])([CH3:5])[CH:3]=[CH2:4]. The catalyst is CC(C)=O.[O-2].[O-2].[Mn+4]. The product is [CH3:5][C:2]([C:6]1[N:10]=[CH:9][NH:8][C:7]=1[CH:11]=[O:12])([CH3:1])[CH:3]=[CH2:4]. The yield is 0.510. (2) The reactants are [Cl:1][C:2]1[C:10]2[C:5](=[CH:6][C:7]([S:11]([N:14]3[CH2:19][C:18](=[O:20])[N:17]([CH2:21][CH:22]4[CH2:27][CH2:26][N:25]([C:28]5[CH:33]=[CH:32][C:31](=[O:34])[N:30]([CH3:35])[N:29]=5)[CH2:24][CH2:23]4)[CH:16]([C:36]([OH:38])=O)[CH2:15]3)(=[O:13])=[O:12])=[CH:8][CH:9]=2)[NH:4][CH:3]=1.F[B-](F)(F)F.N1(OC(N(C)C)=[N+](C)C)C2C=CC=CC=2N=N1.[CH3:61][O:62][CH2:63][CH2:64][NH2:65]. The catalyst is CN(C)C=O. The product is [CH3:61][O:62][CH2:63][CH2:64][NH:65][C:36]([CH:16]1[CH2:15][N:14]([S:11]([C:7]2[CH:6]=[C:5]3[C:10]([C:2]([Cl:1])=[CH:3][NH:4]3)=[CH:9][CH:8]=2)(=[O:13])=[O:12])[CH2:19][C:18](=[O:20])[N:17]1[CH2:21][CH:22]1[CH2:23][CH2:24][N:25]([C:28]2[CH:33]=[CH:32][C:31](=[O:34])[N:30]([CH3:35])[N:29]=2)[CH2:26][CH2:27]1)=[O:38]. The yield is 0.910.